From a dataset of Peptide-MHC class II binding affinity with 134,281 pairs from IEDB. Regression. Given a peptide amino acid sequence and an MHC pseudo amino acid sequence, predict their binding affinity value. This is MHC class II binding data. (1) The peptide sequence is LSSMRLEELKIIRLA. The MHC is H-2-IAd with pseudo-sequence H-2-IAd. The binding affinity (normalized) is 0.425. (2) The peptide sequence is GWYDWQQVPFCSNHFTEL. The MHC is DRB4_0101 with pseudo-sequence DRB4_0103. The binding affinity (normalized) is 0.0403. (3) The binding affinity (normalized) is 0.155. The MHC is HLA-DQA10301-DQB10302 with pseudo-sequence HLA-DQA10301-DQB10302. The peptide sequence is TSKLDAAYKLAYKTAEGATP. (4) The peptide sequence is GSRAIWYMWLGARYL. The MHC is HLA-DQA10102-DQB10501 with pseudo-sequence HLA-DQA10102-DQB10501. The binding affinity (normalized) is 0. (5) The peptide sequence is DVKFPGGGQIVGGVL. The MHC is HLA-DQA10501-DQB10301 with pseudo-sequence HLA-DQA10501-DQB10301. The binding affinity (normalized) is 0.812. (6) The peptide sequence is YEDAKSPLTASKLTY. The MHC is DRB1_1201 with pseudo-sequence DRB1_1201. The binding affinity (normalized) is 0.308.